This data is from Forward reaction prediction with 1.9M reactions from USPTO patents (1976-2016). The task is: Predict the product of the given reaction. (1) Given the reactants [C:1]([C:5]1[CH:6]=[C:7]([NH:23][S:24]([CH3:27])(=[O:26])=[O:25])[C:8]([O:21][CH3:22])=[C:9]([NH:11][C:12](=[O:20])OC2C=CC=CC=2)[CH:10]=1)([CH3:4])([CH3:3])[CH3:2].[Cl:28][C:29]1[C:35]([Cl:36])=[C:34]([O:37][C:38]2[CH:43]=[CH:42][N:41]=[C:40]([Cl:44])[N:39]=2)[CH:33]=[CH:32][C:30]=1[NH2:31].CCN(CC)CC, predict the reaction product. The product is: [C:1]([C:5]1[CH:10]=[C:9]([NH:11][C:12]([NH:31][C:30]2[CH:32]=[CH:33][C:34]([O:37][C:38]3[CH:43]=[CH:42][N:41]=[C:40]([Cl:44])[N:39]=3)=[C:35]([Cl:36])[C:29]=2[Cl:28])=[O:20])[C:8]([O:21][CH3:22])=[C:7]([NH:23][S:24]([CH3:27])(=[O:25])=[O:26])[CH:6]=1)([CH3:2])([CH3:4])[CH3:3]. (2) Given the reactants [N:1]([CH2:4][C:5]1[CH:6]=[CH:7][C:8]2[CH2:12][O:11][B:10]([OH:13])[C:9]=2[CH:14]=1)=[N+]=[N-].P(C)(C)C.C1COCC1.[OH-].[Na+].[CH3:26][C:27]([O:30][C:31](O[C:31]([O:30][C:27]([CH3:29])([CH3:28])[CH3:26])=[O:32])=[O:32])([CH3:29])[CH3:28], predict the reaction product. The product is: [OH:13][B:10]1[C:9]2[CH:14]=[C:5]([CH2:4][NH:1][C:31](=[O:32])[O:30][C:27]([CH3:29])([CH3:28])[CH3:26])[CH:6]=[CH:7][C:8]=2[CH2:12][O:11]1. (3) Given the reactants [Br:1][C:2]1[CH:3]=[C:4]2[C:9](=[CH:10][CH:11]=1)[NH:8][C@@H:7]([CH3:12])[C@H:6]([CH3:13])[C@H:5]2[NH:14][C:15](=[O:24])[O:16][CH2:17][C:18]1[CH:23]=[CH:22][CH:21]=[CH:20][CH:19]=1.N1C=CC=CC=1.[C:31](Cl)(=[O:33])[CH3:32], predict the reaction product. The product is: [C:31]([N:8]1[C:9]2[C:4](=[CH:3][C:2]([Br:1])=[CH:11][CH:10]=2)[C@H:5]([NH:14][C:15](=[O:24])[O:16][CH2:17][C:18]2[CH:23]=[CH:22][CH:21]=[CH:20][CH:19]=2)[C@@H:6]([CH3:13])[C@@H:7]1[CH3:12])(=[O:33])[CH3:32]. (4) Given the reactants [Na].C[Si](C)(C)N[Si](C)(C)C.[Br:11][C:12]1[CH:17]=[CH:16][C:15]([CH2:18][C:19]([OH:21])=O)=[CH:14][CH:13]=1.COC(=O)[C:25]1[CH:30]=[CH:29][C:28]([Cl:31])=[CH:27][C:26]=1[Cl:32].Cl, predict the reaction product. The product is: [Br:11][C:12]1[CH:13]=[CH:14][C:15]([CH2:18][C:19]([C:25]2[CH:30]=[CH:29][C:28]([Cl:31])=[CH:27][C:26]=2[Cl:32])=[O:21])=[CH:16][CH:17]=1. (5) Given the reactants [Cl:1][C:2]1[CH:7]=[CH:6][C:5]([C:8]2[CH:24]=[CH:23][C:11]3[NH:12][CH2:13][CH:14]4[C:21](=O)[NH:20][CH2:19][CH2:18][N:15]4[C:16](=[O:17])[C:10]=3[CH:9]=2)=[C:4]([F:25])[CH:3]=1.[CH3:26][C:27]([CH3:32])([CH3:31])[CH2:28][CH:29]=O.C(O)(=[O:35])C.C(O[BH-](OC(=O)C)OC(=O)C)(=O)C.[Na+].C(=O)([O-])O.[Na+], predict the reaction product. The product is: [Cl:1][C:2]1[CH:7]=[CH:6][C:5]([C:8]2[CH:24]=[CH:23][C:11]3[NH:12][C:13](=[O:35])[CH:14]4[CH2:21][N:20]([CH2:29][CH2:28][C:27]([CH3:32])([CH3:31])[CH3:26])[CH2:19][CH2:18][N:15]4[C:16](=[O:17])[C:10]=3[CH:9]=2)=[C:4]([F:25])[CH:3]=1. (6) Given the reactants [OH-].[Na+:2].[O:3]=[C:4]([OH:16])[C@@H:5]([C@H:7]([C@@H:9]([C@@H:11]([C:13]([O-:15])=[O:14])[OH:12])[OH:10])[OH:8])[OH:6].[K+:17], predict the reaction product. The product is: [O:3]=[C:4]([O-:16])[C@@H:5]([C@H:7]([C@@H:9]([C@@H:11]([C:13]([O-:15])=[O:14])[OH:12])[OH:10])[OH:8])[OH:6].[K+:17].[Na+:2]. (7) Given the reactants Br[C:2]1[N:7]=[C:6]2[N:8]([CH2:13][CH2:14][CH:15]3[CH2:20][CH2:19][O:18][CH2:17][CH2:16]3)[C:9](=[O:12])[CH2:10][NH:11][C:5]2=[N:4][CH:3]=1.Br[C:22]1[N:23]=[C:24]([NH:35][CH2:36][CH2:37][CH:38]2[CH2:43][CH2:42]OCC2)C(NCC(OCC)=O)=NC=1.Cl, predict the reaction product. The product is: [NH:35]1[C:24]2=[N:23][CH:22]=[C:42]([C:2]3[N:7]=[C:6]4[N:8]([CH2:13][CH2:14][CH:15]5[CH2:20][CH2:19][O:18][CH2:17][CH2:16]5)[C:9](=[O:12])[CH2:10][NH:11][C:5]4=[N:4][CH:3]=3)[CH:43]=[C:38]2[CH:37]=[CH:36]1. (8) Given the reactants [CH3:1][C:2]1[CH:7]=[CH:6][C:5]([S:8](Cl)(=[O:10])=[O:9])=[CH:4][CH:3]=1.[C:12]1([CH3:20])[CH:17]=[C:16]([CH3:18])[CH:15]=[C:14]([CH3:19])[CH:13]=1.[Al+3].[Cl-].[Cl-].[Cl-].Cl, predict the reaction product. The product is: [CH3:20][C:12]1[CH:17]=[C:16]([CH3:18])[CH:15]=[C:14]([CH3:19])[C:13]=1[S:8]([C:5]1[CH:6]=[CH:7][C:2]([CH3:1])=[CH:3][CH:4]=1)(=[O:10])=[O:9]. (9) Given the reactants [OH-].[Na+].[CH2:3]([CH:5]([C:11]([CH3:13])=[O:12])[C:6]([O:8]CC)=[O:7])[CH3:4], predict the reaction product. The product is: [CH2:3]([CH:5]([C:11]([CH3:13])=[O:12])[C:6]([OH:8])=[O:7])[CH3:4]. (10) Given the reactants [CH3:1][O:2][CH2:3][C:4]([CH2:9][O:10][CH3:11])([CH3:8])[C:5]([OH:7])=O.CCN(C(C)C)C(C)C.C1C=CC2N(O)N=NC=2C=1.CCN=C=NCCCN(C)C.[CH2:42]([O:44][CH:45]([O:49][CH2:50][CH3:51])[CH2:46][CH2:47][NH2:48])[CH3:43], predict the reaction product. The product is: [CH2:42]([O:44][CH:45]([O:49][CH2:50][CH3:51])[CH2:46][CH2:47][NH:48][C:5](=[O:7])[C:4]([CH2:3][O:2][CH3:1])([CH3:8])[CH2:9][O:10][CH3:11])[CH3:43].